Dataset: Forward reaction prediction with 1.9M reactions from USPTO patents (1976-2016). Task: Predict the product of the given reaction. (1) The product is: [Br:1][C:2]1[C:3](=[O:4])[C:5]2[C:6](=[CH:7][C:8]([OH:11])=[CH:9][CH:10]=2)[O:33][C:29]=1[CH:30]([CH3:31])[CH3:32]. Given the reactants [Br:1][CH:2]([C:29](=[O:33])[CH:30]([CH3:32])[CH3:31])[C:3]([C:5]1[CH:10]=[CH:9][C:8]([O:11]CC2C=CC(OC)=CC=2)=[CH:7][C:6]=1O[Si](C(C)(C)C)(C)C)=[O:4].S(=O)(=O)(O)O, predict the reaction product. (2) Given the reactants [CH3:1][C:2]1[CH:7]=[C:6]([N+:8]([O-:10])=[O:9])[CH:5]=[CH:4][C:3]=1[N:11]=[C:12]=[S:13].[CH2:14]([CH:16]([CH2:19][CH3:20])[CH2:17][NH2:18])[CH3:15].Cl[CH:22]([CH:26]([CH3:28])[CH3:27])[C:23](O)=[O:24], predict the reaction product. The product is: [CH3:1][C:2]1[CH:7]=[C:6]([N+:8]([O-:10])=[O:9])[CH:5]=[CH:4][C:3]=1[N:11]=[C:12]1[N:18]([CH2:17][CH:16]([CH2:19][CH3:20])[CH2:14][CH3:15])[C:23](=[O:24])[CH:22]([CH:26]([CH3:28])[CH3:27])[S:13]1. (3) The product is: [CH3:14][S:15]([NH:1][C@H:2]([C:4]1[CH:13]=[CH:12][C:7]([C:8]([O:10][CH3:11])=[O:9])=[CH:6][CH:5]=1)[CH3:3])(=[O:17])=[O:16]. Given the reactants [NH2:1][C@H:2]([C:4]1[CH:13]=[CH:12][C:7]([C:8]([O:10][CH3:11])=[O:9])=[CH:6][CH:5]=1)[CH3:3].[CH3:14][S:15](Cl)(=[O:17])=[O:16], predict the reaction product. (4) Given the reactants [F:1][C:2]1([F:20])[CH2:19][CH2:18][C:5]2[C:6]([C:10]3[S:11][CH:12]=[C:13]([CH:15]([CH3:17])[CH3:16])[N:14]=3)=[C:7]([NH2:9])[S:8][C:4]=2[CH2:3]1.[C:21]12[C:30](=[O:31])[O:29][C:27](=[O:28])[C:22]=1[CH2:23][CH2:24][CH2:25][CH2:26]2, predict the reaction product. The product is: [F:20][C:2]1([F:1])[CH2:3][C:4]2[S:8][C:7]([NH:9][C:30]([C:21]3[CH2:26][CH2:25][CH2:24][CH2:23][C:22]=3[C:27]([OH:29])=[O:28])=[O:31])=[C:6]([C:10]3[S:11][CH:12]=[C:13]([CH:15]([CH3:17])[CH3:16])[N:14]=3)[C:5]=2[CH2:18][CH2:19]1. (5) Given the reactants II.[S:3]=[C:4]([C@@H:9]([C:11]1[CH:16]=[CH:15][C:14]([NH:17][C:18]2[S:19][CH:20]=[C:21]([C:23]([F:26])([F:25])[F:24])[N:22]=2)=[CH:13][CH:12]=1)[CH3:10])[CH2:5][C:6]([NH2:8])=[O:7].C([O-])([O-])=O.[K+].[K+].Cl, predict the reaction product. The product is: [F:24][C:23]([F:25])([F:26])[C:21]1[N:22]=[C:18]([NH:17][C:14]2[CH:13]=[CH:12][C:11]([C@H:9]([C:4]3[S:3][N:8]=[C:6]([OH:7])[CH:5]=3)[CH3:10])=[CH:16][CH:15]=2)[S:19][CH:20]=1. (6) The product is: [C:37]([O:45][C:46]1([CH2:75][C:68]2[CH:69]=[C:70]([O:73][CH3:74])[CH:71]=[CH:72][C:67]=2[OH:66])[C:54]2[C:49](=[CH:50][CH:51]=[CH:52][CH:53]=2)[N:48]([CH2:55][CH:56]([CH3:57])[CH3:58])[C:47]1=[O:59])(=[O:44])[C:38]1[CH:39]=[CH:40][CH:41]=[CH:42][CH:43]=1. Given the reactants C(OC1(CC2C=CC(OC)=CC=2O)C2C(=CC=C(C)C=2)N(CCCC(C)C)C1=O)(=O)C1C=CC=CC=1.[C:37]([O:45][CH:46]1[C:54]2[C:49](=[CH:50][CH:51]=[CH:52][CH:53]=2)[N:48]([CH2:55][CH:56]([CH3:58])[CH3:57])[C:47]1=[O:59])(=[O:44])[C:38]1[CH:43]=[CH:42][CH:41]=[CH:40][CH:39]=1.C(=O)([O:66][C:67]1[CH:72]=[CH:71][C:70]([O:73][CH3:74])=[CH:69][C:68]=1[CH2:75]O)OC(C)(C)C, predict the reaction product. (7) Given the reactants [Br:1][C:2]1[C:10]2[C:9]([NH:11][C:12]3[CH:13]=[C:14]4[CH:22]=[N:21][NH:20][C:15]4=[N:16][C:17]=3[O:18][CH3:19])=[N:8][CH:7]=[N:6][C:5]=2[NH:4][C:3]=1[C:23](O)=[O:24].BrC1C2C(NC3C=C4C=NNC4=NC=3O)=NC=NC=2NC=1C(O)=O.[CH3:50][N:51]([CH3:56])[CH2:52][CH2:53][NH:54][CH3:55], predict the reaction product. The product is: [Br:1][C:2]1[C:10]2[C:9]([NH:11][C:12]3[CH:13]=[C:14]4[CH:22]=[N:21][NH:20][C:15]4=[N:16][C:17]=3[O:18][CH3:19])=[N:8][CH:7]=[N:6][C:5]=2[NH:4][C:3]=1[C:23]([N:54]([CH2:53][CH2:52][N:51]([CH3:56])[CH3:50])[CH3:55])=[O:24].